Task: Predict the reaction yield, written as a fraction of the theoretical maximum amount of product (1.0 means a 100% yield; for example, 0.34 means a 34% yield).. Dataset: Reaction yield outcomes from USPTO patents with 853,638 reactions (1) The reactants are [CH3:1][N:2]1[CH2:7][CH:6]=[C:5]([C:8]2[C:16]3[C:11](=[CH:12][CH:13]=[C:14]([NH:17][S:18]([C:21]4[C:30]5[C:25](=[CH:26][CH:27]=[CH:28][CH:29]=5)[CH:24]=[CH:23][CH:22]=4)(=[O:20])=[O:19])[CH:15]=3)[NH:10][CH:9]=2)[CH2:4][CH2:3]1.[H][H]. The catalyst is CO.[Pd].C(OCC)C. The product is [CH3:1][N:2]1[CH2:7][CH2:6][CH:5]([C:8]2[C:16]3[C:11](=[CH:12][CH:13]=[C:14]([NH:17][S:18]([C:21]4[C:30]5[C:25](=[CH:26][CH:27]=[CH:28][CH:29]=5)[CH:24]=[CH:23][CH:22]=4)(=[O:20])=[O:19])[CH:15]=3)[NH:10][CH:9]=2)[CH2:4][CH2:3]1. The yield is 0.650. (2) The reactants are Cl[CH:2]([C:14]1[CH:19]=[CH:18][CH:17]=[CH:16][CH:15]=1)[C:3]([C:5]1[C:13]2[C:8](=[CH:9][CH:10]=[CH:11][CH:12]=2)[NH:7][CH:6]=1)=[O:4].[F:20][C:21]([F:30])([F:29])[C:22]1[CH:23]=[C:24]([CH:26]=[CH:27][CH:28]=1)[NH2:25].CCN(C(C)C)C(C)C. The catalyst is C(O)C. The product is [NH:7]1[C:8]2[C:13](=[CH:12][CH:11]=[CH:10][CH:9]=2)[C:5]([C:3](=[O:4])[CH:2]([C:14]2[CH:19]=[CH:18][CH:17]=[CH:16][CH:15]=2)[NH:25][C:24]2[CH:26]=[CH:27][CH:28]=[C:22]([C:21]([F:20])([F:29])[F:30])[CH:23]=2)=[CH:6]1. The yield is 0.180. (3) The reactants are [Cl:1][C:2]1[CH:3]=[C:4]2[C:10]([C:11]3[N:16]=[C:15]([NH:17][C@H:18]4[CH2:22][CH2:21][N:20]([S:23]([CH3:26])(=[O:25])=[O:24])[CH2:19]4)[C:14]([F:27])=[CH:13][N:12]=3)=[CH:9][NH:8][C:5]2=[N:6][CH:7]=1.Cl[C:29]1C=C2C(C3N=C(N[C@H]4CCNC4)C(F)=CN=3)=CN(S(C3C=CC(C)=CC=3)(=O)=O)C2=NC=1.C(S(Cl)(=O)=O)C. No catalyst specified. The product is [Cl:1][C:2]1[CH:3]=[C:4]2[C:10]([C:11]3[N:16]=[C:15]([NH:17][C@H:18]4[CH2:22][CH2:21][N:20]([S:23]([CH2:26][CH3:29])(=[O:24])=[O:25])[CH2:19]4)[C:14]([F:27])=[CH:13][N:12]=3)=[CH:9][NH:8][C:5]2=[N:6][CH:7]=1. The yield is 0.490. (4) The yield is 0.990. The product is [C:5]([O:4][C:3](=[O:9])[NH:2][CH2:10][C@H:18]1[C:31]2[C:26](=[CH:27][CH:28]=[CH:29][CH:30]=2)[CH2:36][C@@H:13]1[OH:38])([CH3:6])([CH3:7])[CH3:8]. The catalyst is CO.C(OCC)(=O)C. The reactants are C[N:2]([C@@H:10]1[C:18]2[C:13](=CC=CC=2)C[C@@H]1OC1CCCCO1)[C:3](=[O:9])[O:4][C:5]([CH3:8])([CH3:7])[CH3:6].[C:26]1([CH3:36])[CH:31]=[CH:30][C:29](S(O)(=O)=O)=[CH:28][CH:27]=1.C([O-])(O)=[O:38].[Na+].O. (5) The reactants are [CH3:1][C:2]1[N:3]([CH2:14][CH2:15][CH:16]2[CH2:20][CH2:19][CH2:18][N:17]2[CH3:21])[C:4]2[C:9]([CH:10]=1)=[CH:8][C:7]([N+:11]([O-])=O)=[CH:6][CH:5]=2. The catalyst is C(O)C.[Pd]. The product is [CH3:1][C:2]1[N:3]([CH2:14][CH2:15][CH:16]2[CH2:20][CH2:19][CH2:18][N:17]2[CH3:21])[C:4]2[C:9]([CH:10]=1)=[CH:8][C:7]([NH2:11])=[CH:6][CH:5]=2. The yield is 0.770. (6) The reactants are [CH3:1][CH:2]1[CH2:10][C:9]2[C:4](=[CH:5][CH:6]=[C:7]([C:11]([O:20][Si](CC)(CC)CC)([C:16]([F:19])([F:18])[F:17])[C:12]([F:15])([F:14])[F:13])[CH:8]=2)[NH:3]1.[CH3:28][O:29][C:30](=[O:39])[C:31]1[CH:36]=[CH:35][CH:34]=[C:33]([CH2:37]Cl)[CH:32]=1.CCCC[N+](CCCC)(CCCC)CCCC.[F-]. The catalyst is CN(C=O)C.C1COCC1. The product is [CH3:28][O:29][C:30](=[O:39])[C:31]1[CH:36]=[CH:35][CH:34]=[C:33]([CH2:37][N:3]2[C:4]3[C:9](=[CH:8][C:7]([C:11]([OH:20])([C:16]([F:17])([F:18])[F:19])[C:12]([F:14])([F:15])[F:13])=[CH:6][CH:5]=3)[CH2:10][CH:2]2[CH3:1])[CH:32]=1. The yield is 0.990.